Predict the product of the given reaction. From a dataset of Forward reaction prediction with 1.9M reactions from USPTO patents (1976-2016). (1) Given the reactants [NH2:1][C:2]1[C:3]([Cl:19])=[C:4]([C:15]([F:18])=[CH:16][CH:17]=1)[C:5]([O:7][CH2:8][C:9]1[CH:14]=[CH:13][CH:12]=[CH:11][CH:10]=1)=[O:6].C(N([CH2:25][CH3:26])CC)C.[CH2:27]([S:30](Cl)(=[O:32])=[O:31])[CH2:28][CH3:29], predict the reaction product. The product is: [Cl:19][C:3]1[C:2]([N:1]([S:30]([CH2:27][CH2:25][CH3:26])(=[O:32])=[O:31])[S:30]([CH2:27][CH2:28][CH3:29])(=[O:32])=[O:31])=[CH:17][CH:16]=[C:15]([F:18])[C:4]=1[C:5]([O:7][CH2:8][C:9]1[CH:14]=[CH:13][CH:12]=[CH:11][CH:10]=1)=[O:6]. (2) Given the reactants [CH3:1][C:2]([O:7][C:8]1[CH:13]=[CH:12][CH:11]=[CH:10][CH:9]=1)([CH3:6])[C:3]([OH:5])=O.[NH2:14][C:15]1[CH:20]=[CH:19][C:18]([N:21]2[C:27](=[O:28])[CH2:26][C:25](=[O:29])[NH:24][C:23]3[C:30]4[C:35]([CH:36]=[CH:37][C:22]2=3)=[CH:34][CH:33]=[CH:32][CH:31]=4)=[CH:17][CH:16]=1.CC(OC1C=CC=CC=1)(C)C(Cl)=O, predict the reaction product. The product is: [CH3:6][C:2]([O:7][C:8]1[CH:13]=[CH:12][CH:11]=[CH:10][CH:9]=1)([CH3:1])[C:3]([NH:14][C:15]1[CH:20]=[CH:19][C:18]([N:21]2[C:27](=[O:28])[CH2:26][C:25](=[O:29])[NH:24][C:23]3[C:30]4[C:35]([CH:36]=[CH:37][C:22]2=3)=[CH:34][CH:33]=[CH:32][CH:31]=4)=[CH:17][CH:16]=1)=[O:5]. (3) Given the reactants [N:1]1[C:10]2[CH:9]=[CH:8][CH:7]=[N+:6]([O-])[C:5]=2[CH:4]=[CH:3][CH:2]=1.[C:12]([OH:15])(=[O:14])[CH3:13], predict the reaction product. The product is: [C:12]([OH:15])(=[O:14])[CH3:13].[N:1]1[C:10]2[C:5](=[N:6][CH:7]=[CH:8][CH:9]=2)[C:4]([OH:14])=[CH:3][CH:2]=1. (4) Given the reactants [NH2:1][CH:2](C)[CH2:3][CH2:4][CH2:5][C:6]#[CH:7].[N+:9](=[CH2:11])=[N-:10], predict the reaction product. The product is: [NH2:1][CH2:2][CH2:3][CH2:4][CH2:5][C:6]1[CH:11]=[N:9][NH:10][CH:7]=1. (5) Given the reactants CON(C)[C:4]([C@@H:6]1[O:11][CH2:10][CH2:9][N:8]([C:12]([O:14][C:15]([CH3:18])([CH3:17])[CH3:16])=[O:13])[CH2:7]1)=[O:5].[CH2:20]([Mg]Br)[CH2:21][CH2:22][CH:23]=C.[NH4+].[Cl-], predict the reaction product. The product is: [C:4]([C@@H:6]1[O:11][CH2:10][CH2:9][N:8]([C:12]([O:14][C:15]([CH3:16])([CH3:17])[CH3:18])=[O:13])[CH2:7]1)(=[O:5])[CH2:23][CH2:22][CH:21]=[CH2:20]. (6) Given the reactants [CH3:1][O:2][C:3]1[CH:4]=[C:5]2[C:10](=[CH:11][C:12]=1[O:13][CH3:14])[N:9]=[CH:8][N:7]=[C:6]2[O:15][C:16]1[CH:17]=[C:18]([CH:20]=[CH:21][CH:22]=1)[NH2:19].[CH:23]([C:26]1[O:30][N:29]=[C:28]([NH:31][C:32](=O)[O:33]C2C=CC=CC=2)[CH:27]=1)([CH3:25])[CH3:24], predict the reaction product. The product is: [CH3:1][O:2][C:3]1[CH:4]=[C:5]2[C:10](=[CH:11][C:12]=1[O:13][CH3:14])[N:9]=[CH:8][N:7]=[C:6]2[O:15][C:16]1[CH:17]=[C:18]([NH:19][C:32]([NH:31][C:28]2[CH:27]=[C:26]([CH:23]([CH3:25])[CH3:24])[O:30][N:29]=2)=[O:33])[CH:20]=[CH:21][CH:22]=1. (7) Given the reactants [NH:1]1[CH2:6][CH2:5][O:4][CH2:3][CH2:2]1.[Br:7][CH2:8][CH2:9][CH2:10][CH2:11][C:12]1([C:26](Cl)=[O:27])[C:25]2[CH:24]=[CH:23][CH:22]=[CH:21][C:20]=2[O:19][C:18]2[C:13]1=[CH:14][CH:15]=[CH:16][CH:17]=2, predict the reaction product. The product is: [Br:7][CH2:8][CH2:9][CH2:10][CH2:11][C:12]1([C:26]([N:1]2[CH2:6][CH2:5][O:4][CH2:3][CH2:2]2)=[O:27])[C:13]2[CH:14]=[CH:15][CH:16]=[CH:17][C:18]=2[O:19][C:20]2[C:25]1=[CH:24][CH:23]=[CH:22][CH:21]=2.